Dataset: Catalyst prediction with 721,799 reactions and 888 catalyst types from USPTO. Task: Predict which catalyst facilitates the given reaction. (1) Reactant: [CH2:1]=[O:2].S(=O)(=O)(O)O.[CH:8]1[C:17]2[C:12](=[CH:13][CH:14]=[CH:15][CH:16]=2)[CH:11]=[CH:10][C:9]=1[CH2:18][OH:19].C(C1C=CC=CC=1)C. Product: [CH2:18]=[O:19].[C:16]1([CH2:1][OH:2])[C:17]2[C:12](=[CH:11][CH:10]=[CH:9][CH:8]=2)[CH:13]=[CH:14][CH:15]=1. The catalyst class is: 824. (2) Reactant: [OH:1][C:2]1[CH:7]=[C:6]([CH3:8])[N:5]([CH3:9])[C:4](=[O:10])[C:3]=1[C:11](=[O:26])[CH:12]=[CH:13][C:14]1[S:18][C:17]([CH2:19][S:20][CH2:21][C:22]([O:24][CH3:25])=[O:23])=[CH:16][CH:15]=1.ClC1C=CC=C(C(OO)=[O:35])C=1. Product: [OH:1][C:2]1[CH:7]=[C:6]([CH3:8])[N:5]([CH3:9])[C:4](=[O:10])[C:3]=1[C:11](=[O:26])[CH:12]=[CH:13][C:14]1[S:18][C:17]([CH2:19][S:20]([CH2:21][C:22]([O:24][CH3:25])=[O:23])=[O:35])=[CH:16][CH:15]=1. The catalyst class is: 2. (3) Reactant: [OH:1][CH2:2][C:3]([NH:6][S:7]([C:10]1[S:14][C:13]([NH:15]C(=O)C)=[N:12][CH:11]=1)(=[O:9])=[O:8])([CH3:5])[CH3:4]. Product: [OH:1][CH2:2][C:3]([NH:6][S:7]([C:10]1[S:14][C:13]([NH2:15])=[N:12][CH:11]=1)(=[O:9])=[O:8])([CH3:5])[CH3:4]. The catalyst class is: 33. (4) The catalyst class is: 5. Reactant: [NH2:1][C:2]1[C:10]([O:11][CH3:12])=[CH:9][CH:8]=[CH:7][C:3]=1[C:4]([OH:6])=[O:5].C1C(=O)N([Br:20])C(=O)C1. Product: [NH2:1][C:2]1[C:10]([O:11][CH3:12])=[CH:9][C:8]([Br:20])=[CH:7][C:3]=1[C:4]([OH:6])=[O:5]. (5) Reactant: Br[C:2]1[S:3][C:4]([C:7]2[CH:8]=[N:9][N:10]3[CH:15]=[CH:14][C:13]([N:16]4[CH2:20][CH2:19][CH2:18][C@@H:17]4[C:21]4[CH:26]=[C:25]([F:27])[CH:24]=[CH:23][C:22]=4[F:28])=[N:12][C:11]=23)=[N:5][N:6]=1.[NH:29]1[CH:33]=[CH:32][C:31](B(O)O)=[N:30]1.[O-]P([O-])([O-])=O.[K+].[K+].[K+]. Product: [F:28][C:22]1[CH:23]=[CH:24][C:25]([F:27])=[CH:26][C:21]=1[C@H:17]1[CH2:18][CH2:19][CH2:20][N:16]1[C:13]1[CH:14]=[CH:15][N:10]2[N:9]=[CH:8][C:7]([C:4]3[S:3][C:2]([C:33]4[CH:32]=[CH:31][NH:30][N:29]=4)=[N:6][N:5]=3)=[C:11]2[N:12]=1. The catalyst class is: 669.